This data is from Reaction yield outcomes from USPTO patents with 853,638 reactions. The task is: Predict the reaction yield, written as a fraction of the theoretical maximum amount of product (1.0 means a 100% yield; for example, 0.34 means a 34% yield). (1) The reactants are [CH3:1][O:2][C:3]([C:5]1[CH:10]=[C:9]([N:11]2[CH2:16][CH2:15][N:14]([C:17]([O:19][C:20]([CH3:23])([CH3:22])[CH3:21])=[O:18])[CH2:13][CH2:12]2)[N:8]=[C:7]([C:24]2[CH:29]=[CH:28][N:27]=[C:26]([F:30])[CH:25]=2)[CH:6]=1)=[O:4].CC([O-])=O.[K+].[Br:36]Br.[O-]S([O-])(=S)=O.[Na+].[Na+].C([O-])(O)=O.[Na+]. The catalyst is C(Cl)Cl. The product is [CH3:1][O:2][C:3]([C:5]1[CH:10]=[C:9]([N:11]2[CH2:16][CH2:15][N:14]([C:17]([O:19][C:20]([CH3:23])([CH3:21])[CH3:22])=[O:18])[CH2:13][CH2:12]2)[N:8]=[C:7]([C:24]2[CH:29]=[CH:28][N:27]=[C:26]([F:30])[CH:25]=2)[C:6]=1[Br:36])=[O:4]. The yield is 0.700. (2) The reactants are [Cl:1][C:2]1[CH:7]=[CH:6][C:5]([Cl:8])=[CH:4][C:3]=1[C:9]1[O:13][N:12]=[CH:11][C:10]=1[CH2:14][CH2:15][C:16](OC)=[O:17].[H-].C([Al+]CC(C)C)C(C)C.Cl. The catalyst is O1CCCC1. The product is [Cl:1][C:2]1[CH:7]=[CH:6][C:5]([Cl:8])=[CH:4][C:3]=1[C:9]1[O:13][N:12]=[CH:11][C:10]=1[CH2:14][CH2:15][CH2:16][OH:17]. The yield is 0.930. (3) The reactants are Br[C:2]1[C:3]([C:25]2[CH:30]=[CH:29][N:28]=[CH:27][CH:26]=2)=[C:4]([C:17]2[CH:22]=[CH:21][C:20]([F:23])=[C:19]([F:24])[CH:18]=2)[N:5]([Si](C(C)C)(C(C)C)C(C)C)[CH:6]=1.[CH3:31][C:32]1[CH:33]=[C:34]([C@H:39]2[CH2:47][N:46]3[C@H:41]([CH2:42][C:43](=O)[CH2:44][CH2:45]3)[CH2:40]2)[CH:35]=[CH:36][C:37]=1[CH3:38].C(OCC)(=O)C.CO. The catalyst is ClCCl. The product is [F:24][C:19]1[CH:18]=[C:17]([C:4]2[NH:5][CH:6]=[C:2]([C:43]3[CH2:44][CH2:45][N:46]4[C@H:41]([CH:42]=3)[CH2:40][C@@H:39]([C:34]3[CH:35]=[CH:36][C:37]([CH3:38])=[C:32]([CH3:31])[CH:33]=3)[CH2:47]4)[C:3]=2[C:25]2[CH:30]=[CH:29][N:28]=[CH:27][CH:26]=2)[CH:22]=[CH:21][C:20]=1[F:23]. The yield is 0.220. (4) The reactants are [NH2:1][C:2]1[CH:3]=[CH:4][CH:5]=[C:6]2[C:11]=1[N:10]=[CH:9][CH:8]=[CH:7]2.[Cl:12][C:13]1[C:18]([Cl:19])=[CH:17][CH:16]=[CH:15][C:14]=1[S:20](Cl)(=[O:22])=[O:21]. The catalyst is CN(C1C=CN=CC=1)C. The product is [Cl:12][C:13]1[C:18]([Cl:19])=[CH:17][CH:16]=[CH:15][C:14]=1[S:20]([NH:1][C:2]1[CH:3]=[CH:4][CH:5]=[C:6]2[C:11]=1[N:10]=[CH:9][CH:8]=[CH:7]2)(=[O:22])=[O:21]. The yield is 0.630. (5) The reactants are [S:1]1[C:5]2[CH:6]=[CH:7][CH:8]=[CH:9][C:4]=2[C:3]([CH2:10][N:11]2[C:15]3[CH:16]=[CH:17][C:18]([O:20][CH3:21])=[CH:19][C:14]=3[N:13]=[C:12]2[SH:22])=[CH:2]1.C(=O)([O-])[O-].[K+].[K+].[CH2:29]([O:31][C:32](=[O:37])[CH2:33][CH2:34][CH2:35]Br)[CH3:30]. The catalyst is CN(C)C=O. The product is [CH2:29]([O:31][C:32](=[O:37])[CH2:33][CH2:34][CH2:35][S:22][C:12]1[N:11]([CH2:10][C:3]2[C:4]3[CH:9]=[CH:8][CH:7]=[CH:6][C:5]=3[S:1][CH:2]=2)[C:15]2[CH:16]=[CH:17][C:18]([O:20][CH3:21])=[CH:19][C:14]=2[N:13]=1)[CH3:30]. The yield is 0.450. (6) The reactants are COC1C=C(C([O:11][CH2:12][C:13]2[C:14]([C:19]3[N:23](C)[N:22]=[CH:21][CH:20]=3)=[N:15][CH:16]=[CH:17][CH:18]=2)=CN=1)C=O.Cl.[CH:26]([NH:29][NH2:30])([CH3:28])[CH3:27].Cl.[CH3:32][CH2:33][OH:34]. No catalyst specified. The product is [CH:26]([N:29]1[C:19]([C:14]2[C:13]([CH2:12][OH:11])=[CH:18][CH:17]=[CH:16][N:15]=2)=[CH:20][CH:21]=[N:30]1)([CH3:28])[CH3:27].[CH:26]([N:22]1[CH:21]=[CH:20][C:19]([C:14]2[CH:13]=[CH:18][C:32]([CH2:33][OH:34])=[CH:16][N:15]=2)=[N:23]1)([CH3:28])[CH3:27]. The yield is 0.710. (7) The reactants are C(N(CC)CC)C.[Cl:8][C:9]1[C:10](=[O:21])[C:11]2[CH:12]=[CH:13][CH:14]=[N:15][C:16]=2[C:17](=[O:20])[C:18]=1Cl.[NH:22]1[CH2:27][CH2:26][CH2:25][CH2:24][CH2:23]1. The catalyst is C1C=CC=CC=1. The product is [Cl:8][C:9]1[C:10](=[O:21])[C:11]2[CH:12]=[CH:13][CH:14]=[N:15][C:16]=2[C:17](=[O:20])[C:18]=1[N:22]1[CH2:27][CH2:26][CH2:25][CH2:24][CH2:23]1. The yield is 0.400.